This data is from Full USPTO retrosynthesis dataset with 1.9M reactions from patents (1976-2016). The task is: Predict the reactants needed to synthesize the given product. (1) Given the product [CH3:1][O:2][C:3](=[O:20])[C:4]1[CH:9]=[CH:8][CH:7]=[C:6](/[CH:10]=[CH:11]/[C:12]2[N:17]=[C:16]([Cl:23])[CH:15]=[C:14]([CH3:19])[N:13]=2)[CH:5]=1, predict the reactants needed to synthesize it. The reactants are: [CH3:1][O:2][C:3](=[O:20])[C:4]1[CH:9]=[CH:8][CH:7]=[C:6](/[CH:10]=[CH:11]/[C:12]2[N:17]=[C:16](O)[CH:15]=[C:14]([CH3:19])[N:13]=2)[CH:5]=1.O=P(Cl)(Cl)[Cl:23]. (2) The reactants are: [CH2:1]([C:9]1[CH:14]=[CH:13][C:12]([CH2:15][CH2:16][NH2:17])=[CH:11][CH:10]=1)[CH2:2][CH2:3][CH2:4][CH2:5][CH2:6][CH2:7][CH3:8].C(OC([N:25]1[CH2:29][CH2:28][C@H:27]([OH:30])[C@H:26]1[C:31](O)=[O:32])=O)(C)(C)C. Given the product [OH:30][C@H:27]1[CH2:28][CH2:29][NH:25][C@@H:26]1[C:31]([NH:17][CH2:16][CH2:15][C:12]1[CH:11]=[CH:10][C:9]([CH2:1][CH2:2][CH2:3][CH2:4][CH2:5][CH2:6][CH2:7][CH3:8])=[CH:14][CH:13]=1)=[O:32], predict the reactants needed to synthesize it.